The task is: Predict the reactants needed to synthesize the given product.. This data is from Retrosynthesis with 50K atom-mapped reactions and 10 reaction types from USPTO. (1) Given the product CCN(CC)C1CCC(Nc2c(C(=O)C3CC3)cnc3ccc(Br)cc23)CC1, predict the reactants needed to synthesize it. The reactants are: CCN(CC)C1CCC(N)CC1.O=C(c1cnc2ccc(Br)cc2c1Cl)C1CC1. (2) Given the product Cc1ccc(-c2cccc(C(=O)NCCc3c[nH]c4ccc(Cl)cc34)c2)cc1C, predict the reactants needed to synthesize it. The reactants are: Cc1ccc(B(O)O)cc1C.O=C(NCCc1c[nH]c2ccc(Cl)cc12)c1cccc(I)c1. (3) Given the product COCOc1ccc(Br)nc1, predict the reactants needed to synthesize it. The reactants are: COCCl.Oc1ccc(Br)nc1. (4) Given the product CCOC(=O)COc1ccc(F)c(NCc2cc(O)cc(-c3cccc(F)c3)c2)c1F, predict the reactants needed to synthesize it. The reactants are: CCOC(=O)COc1ccc(F)c(NCc2cc(OC)cc(-c3cccc(F)c3)c2)c1F. (5) The reactants are: CCC(=O)OCCl.Cc1cccc(C(C)c2ncc[nH]2)c1C. Given the product CCC(=O)OCn1ccnc1C(C)c1cccc(C)c1C, predict the reactants needed to synthesize it.